This data is from Forward reaction prediction with 1.9M reactions from USPTO patents (1976-2016). The task is: Predict the product of the given reaction. Given the reactants [F:1][C:2]([Si](C)(C)C)([F:4])[F:3].[F-].[CH2:23]([N+]([CH2:23][CH2:24][CH2:25][CH3:26])([CH2:23][CH2:24][CH2:25][CH3:26])[CH2:23][CH2:24][CH2:25][CH3:26])[CH2:24][CH2:25][CH3:26].[CH2:27]1[CH2:31][O:30][CH2:29][CH2:28]1, predict the reaction product. The product is: [F:1][C:2]([F:4])([F:3])[CH:31]([C:27]1[CH:25]=[CH:24][CH:23]=[CH:29][C:28]=1[C:24]1[CH:25]=[CH:23][CH:24]=[C:25]([CH3:26])[CH:23]=1)[OH:30].